This data is from Full USPTO retrosynthesis dataset with 1.9M reactions from patents (1976-2016). The task is: Predict the reactants needed to synthesize the given product. (1) Given the product [CH3:1][C:2]([NH:4][C@@H:5]1[C:21]2[C:14](=[CH:15][CH:16]=[C:17]([O:30][CH3:31])[C:18]([CH:20]=2)=[O:19])[C:13]2[C:12]([O:24][CH3:25])=[C:11]([O:26][CH3:27])[C:10]([O:28][CH3:29])=[CH:9][C:8]=2[CH2:7][CH2:6]1)=[O:3], predict the reactants needed to synthesize it. The reactants are: [CH3:1][C:2]([NH:4][C@@H:5]1[C:21]2[C:14](=[CH:15][CH:16]=[C:17](SC)[C:18]([CH:20]=2)=[O:19])[C:13]2[C:8](=[CH:9][C:10]([O:28][CH3:29])=[C:11]([O:26][CH3:27])[C:12]=2[O:24][CH3:25])[CH2:7][CH2:6]1)=[O:3].[OH:30][C:31]1(O)C(OC)C(OC)=C2C3C([C@@H](NC(=O)C)CCC2=C1)=CC(=O)C(SC)=CC=3.C(OC1C(OC)=C(OC)C2C3C([C@@H](NC(=O)C)CCC=2C=1)=CC(=O)C(SC)=CC=3)C. (2) Given the product [CH3:35][N:36]1[C:40]([CH2:41][NH:42][C:20](=[O:22])[C:19]2[CH:23]=[CH:24][CH:25]=[CH:26][C:18]=2[NH:17][C:13]2[CH:12]=[C:11]3[C:16]([C:8]([CH:7]=[N:6][N:1]4[CH:2]=[CH:3][CH:4]=[CH:5]4)=[N:9][N:10]3[CH2:27][O:28][CH2:29][CH2:30][Si:31]([CH3:33])([CH3:32])[CH3:34])=[CH:15][CH:14]=2)=[CH:39][C:38]([CH3:43])=[N:37]1, predict the reactants needed to synthesize it. The reactants are: [N:1]1([N:6]=[CH:7][C:8]2[C:16]3[C:11](=[CH:12][C:13]([NH:17][C:18]4[CH:26]=[CH:25][CH:24]=[CH:23][C:19]=4[C:20]([OH:22])=O)=[CH:14][CH:15]=3)[N:10]([CH2:27][O:28][CH2:29][CH2:30][Si:31]([CH3:34])([CH3:33])[CH3:32])[N:9]=2)[CH:5]=[CH:4][CH:3]=[CH:2]1.[CH3:35][N:36]1[C:40]([CH2:41][NH2:42])=[CH:39][C:38]([CH3:43])=[N:37]1. (3) Given the product [CH2:5]([CH:4]([C:15]1[N:14]2[N:13]=[C:12]([CH3:26])[C:11]([C:4]3[S:3][C:2]([N:28]([CH3:29])[CH3:27])=[N:6][C:5]=3[C:7]([F:8])([F:10])[F:9])=[C:19]2[CH:18]=[C:17]([CH3:25])[N:16]=1)[CH2:11][CH3:15])[CH3:7], predict the reactants needed to synthesize it. The reactants are: Br[C:2]1[S:3][C:4]([C:11]2[C:12]([CH3:26])=[N:13][N:14]3[C:19](C(CC)CC)=[CH:18][C:17]([CH3:25])=[N:16][C:15]=23)=[C:5]([C:7]([F:10])([F:9])[F:8])[N:6]=1.[CH3:27][NH:28][CH3:29].